From a dataset of NCI-60 drug combinations with 297,098 pairs across 59 cell lines. Regression. Given two drug SMILES strings and cell line genomic features, predict the synergy score measuring deviation from expected non-interaction effect. (1) Drug 1: CCC1(CC2CC(C3=C(CCN(C2)C1)C4=CC=CC=C4N3)(C5=C(C=C6C(=C5)C78CCN9C7C(C=CC9)(C(C(C8N6C)(C(=O)OC)O)OC(=O)C)CC)OC)C(=O)OC)O.OS(=O)(=O)O. Drug 2: C1=NC2=C(N=C(N=C2N1C3C(C(C(O3)CO)O)F)Cl)N. Cell line: CCRF-CEM. Synergy scores: CSS=25.0, Synergy_ZIP=2.19, Synergy_Bliss=2.86, Synergy_Loewe=-25.5, Synergy_HSA=-3.88. (2) Drug 1: C1CCC(CC1)NC(=O)N(CCCl)N=O. Drug 2: CC1=C(C=C(C=C1)NC(=O)C2=CC=C(C=C2)CN3CCN(CC3)C)NC4=NC=CC(=N4)C5=CN=CC=C5. Cell line: SK-OV-3. Synergy scores: CSS=11.2, Synergy_ZIP=1.23, Synergy_Bliss=4.39, Synergy_Loewe=1.35, Synergy_HSA=1.29. (3) Drug 2: C1CNP(=O)(OC1)N(CCCl)CCCl. Drug 1: CC1C(C(CC(O1)OC2CC(CC3=C2C(=C4C(=C3O)C(=O)C5=C(C4=O)C(=CC=C5)OC)O)(C(=O)C)O)N)O.Cl. Synergy scores: CSS=14.1, Synergy_ZIP=-5.62, Synergy_Bliss=-0.994, Synergy_Loewe=-17.8, Synergy_HSA=-2.52. Cell line: MALME-3M. (4) Drug 1: CC1=C(C(CCC1)(C)C)C=CC(=CC=CC(=CC(=O)O)C)C. Drug 2: CS(=O)(=O)OCCCCOS(=O)(=O)C. Cell line: T-47D. Synergy scores: CSS=6.46, Synergy_ZIP=-1.56, Synergy_Bliss=4.60, Synergy_Loewe=-12.4, Synergy_HSA=0.386. (5) Drug 1: COC1=CC(=CC(=C1O)OC)C2C3C(COC3=O)C(C4=CC5=C(C=C24)OCO5)OC6C(C(C7C(O6)COC(O7)C8=CC=CS8)O)O. Drug 2: C1=NC2=C(N=C(N=C2N1C3C(C(C(O3)CO)O)O)F)N. Cell line: HT29. Synergy scores: CSS=29.9, Synergy_ZIP=-4.37, Synergy_Bliss=2.58, Synergy_Loewe=-35.2, Synergy_HSA=1.32. (6) Drug 1: CCN(CC)CCNC(=O)C1=C(NC(=C1C)C=C2C3=C(C=CC(=C3)F)NC2=O)C. Drug 2: C(CCl)NC(=O)N(CCCl)N=O. Cell line: SF-539. Synergy scores: CSS=11.1, Synergy_ZIP=-3.85, Synergy_Bliss=3.15, Synergy_Loewe=-0.905, Synergy_HSA=1.25. (7) Drug 1: C1=CN(C=N1)CC(O)(P(=O)(O)O)P(=O)(O)O. Drug 2: CCN(CC)CCCC(C)NC1=C2C=C(C=CC2=NC3=C1C=CC(=C3)Cl)OC. Cell line: K-562. Synergy scores: CSS=8.88, Synergy_ZIP=-9.61, Synergy_Bliss=-5.90, Synergy_Loewe=-16.5, Synergy_HSA=-5.75.